This data is from Catalyst prediction with 721,799 reactions and 888 catalyst types from USPTO. The task is: Predict which catalyst facilitates the given reaction. Reactant: [Cl:1][C:2]1[CH:3]=[C:4]([NH2:9])[CH:5]=[C:6]([NH2:8])[CH:7]=1.[F:10][C:11]([F:21])([F:20])[C:12](=[O:19])[CH2:13][C:14](OCC)=[O:15]. Product: [NH2:8][C:6]1[CH:7]=[C:2]([Cl:1])[CH:3]=[C:4]2[C:5]=1[C:12]([OH:19])([C:11]([F:21])([F:20])[F:10])[CH2:13][C:14](=[O:15])[NH:9]2. The catalyst class is: 8.